From a dataset of Full USPTO retrosynthesis dataset with 1.9M reactions from patents (1976-2016). Predict the reactants needed to synthesize the given product. (1) The reactants are: [C:1]([CH2:4][CH2:5][CH2:6][N:7]([CH3:68])[C@H:8]([C:12]([NH:14][C@H:15]([C:19]([N:21]([C@@H:23]([C@@H:64]([CH3:67])[CH2:65][CH3:66])[C@H:24]([O:62][CH3:63])[CH2:25][C:26]([N:28]1[CH2:32][CH2:31][CH2:30][C@H:29]1[C@H:33]([O:60][CH3:61])[C@@H:34]([CH3:59])[C:35]([NH:37][C@@H:38]([CH2:49][C:50]1[C:58]2[C:53](=[CH:54][CH:55]=[CH:56][CH:57]=2)[NH:52][CH:51]=1)[C:39]([O:41][CH2:42][C:43]1[CH:48]=[CH:47][CH:46]=[CH:45][CH:44]=1)=[O:40])=[O:36])=[O:27])[CH3:22])=[O:20])[CH:16]([CH3:18])[CH3:17])=[O:13])[CH:9]([CH3:11])[CH3:10])(O)=[O:2].[O:69]=[C:70]1[CH:74]=[CH:73][C:72](=[O:75])[N:71]1[CH2:76][CH2:77][CH2:78][CH2:79][CH2:80][C:81]([NH:83][NH2:84])=[O:82].F[P-](F)(F)(F)(F)F.N1(OC(N(C)C)=[N+](C)C)C2N=CC=CC=2N=N1.C(N(CC)C(C)C)(C)C. Given the product [O:75]=[C:72]1[CH:73]=[CH:74][C:70](=[O:69])[N:71]1[CH2:76][CH2:77][CH2:78][CH2:79][CH2:80][C:81]([NH:83][NH:84][C:1](=[O:2])[CH2:4][CH2:5][CH2:6][N:7]([CH3:68])[C@H:8]([C:12]([NH:14][C@H:15]([C:19]([N:21]([C@@H:23]([C@@H:64]([CH3:67])[CH2:65][CH3:66])[C@H:24]([O:62][CH3:63])[CH2:25][C:26]([N:28]1[CH2:32][CH2:31][CH2:30][C@H:29]1[C@H:33]([O:60][CH3:61])[C@@H:34]([CH3:59])[C:35]([NH:37][C@@H:38]([CH2:49][C:50]1[C:58]2[C:53](=[CH:54][CH:55]=[CH:56][CH:57]=2)[NH:52][CH:51]=1)[C:39]([O:41][CH2:42][C:43]1[CH:48]=[CH:47][CH:46]=[CH:45][CH:44]=1)=[O:40])=[O:36])=[O:27])[CH3:22])=[O:20])[CH:16]([CH3:17])[CH3:18])=[O:13])[CH:9]([CH3:10])[CH3:11])=[O:82], predict the reactants needed to synthesize it. (2) Given the product [NH2:25][CH2:24][CH2:23][CH2:22][CH2:21][O:20][C@@H:7]1[C@@H:6]([OH:48])[C@@H:5]([OH:4])[C@H:10]([OH:11])[C@@H:9]([CH2:15][OH:16])[O:8]1, predict the reactants needed to synthesize it. The reactants are: C([O:4][C@@H:5]1[C@@H:10]([O:11]C(=O)C)[C@@H:9]([CH2:15][O:16]C(=O)C)[O:8][C@H:7]([O:20][CH2:21][CH2:22][CH2:23][CH2:24][NH:25]C(OCC2C3C=CC=CC=3C3C2=CC=CC=3)=O)[C@H:6]1CC([O-])=O)(=O)C.C[O-:48].[Na+]. (3) Given the product [NH:1]1[C:5]2[CH:6]=[CH:7][C:8]([C:10]3[NH:11][C:12]4[N:13]([N:17]=[CH:18][C:19]=4[C:20]([OH:22])=[O:21])[C:14](=[O:16])[CH:15]=3)=[CH:9][C:4]=2[N:3]=[N:2]1, predict the reactants needed to synthesize it. The reactants are: [NH:1]1[C:5]2[CH:6]=[CH:7][C:8]([C:10]3[NH:11][C:12]4[N:13]([N:17]=[CH:18][C:19]=4[C:20]([O:22]CC)=[O:21])[C:14](=[O:16])[CH:15]=3)=[CH:9][C:4]=2[N:3]=[N:2]1.[OH-].[Na+]. (4) Given the product [CH3:1][O:2][C:3]([C:5]1[N:6]([C:33]2[CH:32]=[CH:31][C:30]([CH2:29][NH:28][C:26]([O:25][C:21]([CH3:24])([CH3:23])[CH3:22])=[O:27])=[CH:35][CH:34]=2)[C:7]2[C:12]([C:13]=1[Cl:14])=[C:11]([F:15])[CH:10]=[CH:9][CH:8]=2)=[O:4], predict the reactants needed to synthesize it. The reactants are: [CH3:1][O:2][C:3]([C:5]1[NH:6][C:7]2[C:12]([C:13]=1[Cl:14])=[C:11]([F:15])[CH:10]=[CH:9][CH:8]=2)=[O:4].CN(C)C=O.[C:21]([O:25][C:26]([NH:28][CH2:29][C:30]1[CH:35]=[CH:34][C:33](B(O)O)=[CH:32][CH:31]=1)=[O:27])([CH3:24])([CH3:23])[CH3:22].C(N(CC)C(C)C)(C)C. (5) Given the product [ClH:28].[Cl:28][C:25]1[CH:24]=[CH:23][C:22]([C:21]([NH:20][C:17]2[CH:18]=[CH:19][C:14]([CH2:13][CH:9]3[CH2:10][CH2:11][CH2:12][NH:8]3)=[CH:15][CH:16]=2)=[O:29])=[CH:27][CH:26]=1, predict the reactants needed to synthesize it. The reactants are: C(OC([N:8]1[CH2:12][CH2:11][CH2:10][CH:9]1[CH2:13][C:14]1[CH:19]=[CH:18][C:17]([NH:20][C:21](=[O:29])[C:22]2[CH:27]=[CH:26][C:25]([Cl:28])=[CH:24][CH:23]=2)=[CH:16][CH:15]=1)=O)(C)(C)C.Cl.